Dataset: Forward reaction prediction with 1.9M reactions from USPTO patents (1976-2016). Task: Predict the product of the given reaction. (1) Given the reactants [Cl:1][C:2]1[NH:7][C:6](=[O:8])[CH:5]=[C:4]([Cl:9])[N:3]=1.C([O-])([O-])=O.[K+].[K+].Br[CH2:17][CH2:18][CH2:19][O:20][CH3:21], predict the reaction product. The product is: [Cl:1][C:2]1[N:7]([CH2:17][CH2:18][CH2:19][O:20][CH3:21])[C:6](=[O:8])[CH:5]=[C:4]([Cl:9])[N:3]=1. (2) Given the reactants [Br-].[I:2][C:3]1[CH:4]=[C:5]([CH:8]=[CH:9][CH:10]=1)[CH2:6][Zn+].[Cl:11][C:12]1[CH:13]=[C:14]([NH:20][C:21](=[O:30])[C:22]([CH:24]2[CH2:29][CH2:28][CH2:27][CH2:26][CH2:25]2)=[O:23])[CH:15]=[CH:16][C:17]=1[C:18]#[N:19].[Cl-].[NH4+], predict the reaction product. The product is: [Cl:11][C:12]1[CH:13]=[C:14]([NH:20][C:21](=[O:30])[C:22]([CH:24]2[CH2:29][CH2:28][CH2:27][CH2:26][CH2:25]2)([OH:23])[CH2:6][C:5]2[CH:8]=[CH:9][CH:10]=[C:3]([I:2])[CH:4]=2)[CH:15]=[CH:16][C:17]=1[C:18]#[N:19].